Dataset: Forward reaction prediction with 1.9M reactions from USPTO patents (1976-2016). Task: Predict the product of the given reaction. (1) Given the reactants [C:1]([O:5][C:6]([N:8]1[CH2:13][CH2:12][CH:11]([N:14]2[C:18]3[CH:19]=[CH:20][CH:21]=[CH:22][C:17]=3[N:16]=[C:15]2[C@@H:23]([NH2:25])[CH3:24])[CH2:10][CH2:9]1)=[O:7])([CH3:4])([CH3:3])[CH3:2].Cl[C:27]1[N:35]=[CH:34][N:33]=[C:32]2[C:28]=1[N:29]=[CH:30][NH:31]2.CCN(C(C)C)C(C)C, predict the reaction product. The product is: [N:35]1[C:27]([NH:25][C@H:23]([C:15]2[N:14]([CH:11]3[CH2:12][CH2:13][N:8]([C:6]([O:5][C:1]([CH3:4])([CH3:2])[CH3:3])=[O:7])[CH2:9][CH2:10]3)[C:18]3[CH:19]=[CH:20][CH:21]=[CH:22][C:17]=3[N:16]=2)[CH3:24])=[C:28]2[C:32]([NH:31][CH:30]=[N:29]2)=[N:33][CH:34]=1. (2) Given the reactants [N+:1]([C:4]1[N:5]=[CH:6][N:7]([C:9]2[CH:14]=[CH:13][CH:12]=[CH:11][N:10]=2)[CH:8]=1)([O-])=O.[H][H], predict the reaction product. The product is: [N:10]1[CH:11]=[CH:12][CH:13]=[CH:14][C:9]=1[N:7]1[CH:8]=[C:4]([NH2:1])[N:5]=[CH:6]1. (3) Given the reactants [F:1][C:2]([F:7])([F:6])[C:3]([OH:5])=[O:4].[CH2:8]([S:10]([N:13]1[CH2:18][CH2:17][CH:16]([C:19]2[C:27]3[C:22](=[C:23]([C:40]([NH2:42])=[O:41])[CH:24]=[C:25]([C:28]4[S:29][CH:30]=[C:31]([CH2:33][NH:34][CH2:35][CH2:36][CH2:37]OC)[CH:32]=4)[CH:26]=3)[NH:21][CH:20]=2)[CH2:15][CH2:14]1)(=[O:12])=[O:11])[CH3:9].CO[CH2:45][CH2:46]CN, predict the reaction product. The product is: [F:1][C:2]([F:7])([F:6])[C:3]([OH:5])=[O:4].[CH3:45][C@@H:46]1[CH2:37][CH2:36][C@@H:35]([CH3:2])[N:34]1[CH2:33][C:31]1[CH:32]=[C:28]([C:25]2[CH:26]=[C:27]3[C:22](=[C:23]([C:40]([NH2:42])=[O:41])[CH:24]=2)[NH:21][CH:20]=[C:19]3[CH:16]2[CH2:17][CH2:18][N:13]([S:10]([CH2:8][CH3:9])(=[O:11])=[O:12])[CH2:14][CH2:15]2)[S:29][CH:30]=1. (4) Given the reactants Br[CH:2]([CH3:12])[C:3]([C:5]1[CH:10]=[CH:9][CH:8]=[C:7]([Cl:11])[CH:6]=1)=[O:4].[NH2:13][C:14]([CH3:18])([CH3:17])[CH2:15][OH:16], predict the reaction product. The product is: [Cl:11][C:7]1[CH:6]=[C:5]([C@@:3]2([OH:4])[O:16][CH2:15][C:14]([CH3:18])([CH3:17])[NH:13][C@@H:2]2[CH3:12])[CH:10]=[CH:9][CH:8]=1. (5) Given the reactants [CH2:1]([O:13][C:14]1[CH:15]=[C:16]([C:33]2([CH:39]([C:41]3[CH:46]=[CH:45][C:44]([I:47])=[CH:43][CH:42]=3)[OH:40])SCCCS2)[CH:17]=[CH:18][C:19]=1[O:20][CH2:21][CH2:22][CH2:23][CH2:24][CH2:25][CH2:26][CH2:27][CH2:28][CH2:29][CH2:30][CH2:31][CH3:32])[CH2:2][CH2:3][CH2:4][CH2:5][CH2:6][CH2:7][CH2:8][CH2:9][CH2:10][CH2:11][CH3:12].C1C(=O)N(Br)C(=[O:51])C1.[O-]S([O-])=O.[Na+].[Na+].C(Cl)Cl, predict the reaction product. The product is: [CH2:1]([O:13][C:14]1[CH:15]=[C:16]([C:33](=[O:51])[C:39]([C:41]2[CH:46]=[CH:45][C:44]([I:47])=[CH:43][CH:42]=2)=[O:40])[CH:17]=[CH:18][C:19]=1[O:20][CH2:21][CH2:22][CH2:23][CH2:24][CH2:25][CH2:26][CH2:27][CH2:28][CH2:29][CH2:30][CH2:31][CH3:32])[CH2:2][CH2:3][CH2:4][CH2:5][CH2:6][CH2:7][CH2:8][CH2:9][CH2:10][CH2:11][CH3:12].